From a dataset of Peptide-MHC class I binding affinity with 185,985 pairs from IEDB/IMGT. Regression. Given a peptide amino acid sequence and an MHC pseudo amino acid sequence, predict their binding affinity value. This is MHC class I binding data. (1) The peptide sequence is AQRWANQIR. The MHC is HLA-B08:01 with pseudo-sequence HLA-B08:01. The binding affinity (normalized) is 0.0847. (2) The peptide sequence is TKDETREQL. The MHC is HLA-A68:02 with pseudo-sequence HLA-A68:02. The binding affinity (normalized) is 0.0847. (3) The peptide sequence is EVLKAMSLY. The MHC is HLA-A03:01 with pseudo-sequence HLA-A03:01. The binding affinity (normalized) is 0.0847. (4) The peptide sequence is EKDSNHNVL. The MHC is HLA-A02:03 with pseudo-sequence HLA-A02:03. The binding affinity (normalized) is 0.0847.